Dataset: NCI-60 drug combinations with 297,098 pairs across 59 cell lines. Task: Regression. Given two drug SMILES strings and cell line genomic features, predict the synergy score measuring deviation from expected non-interaction effect. (1) Drug 1: CC(CN1CC(=O)NC(=O)C1)N2CC(=O)NC(=O)C2. Drug 2: CN(C)C1=NC(=NC(=N1)N(C)C)N(C)C. Cell line: COLO 205. Synergy scores: CSS=63.0, Synergy_ZIP=8.21, Synergy_Bliss=13.1, Synergy_Loewe=-11.0, Synergy_HSA=8.68. (2) Drug 1: C1CCN(CC1)CCOC2=CC=C(C=C2)C(=O)C3=C(SC4=C3C=CC(=C4)O)C5=CC=C(C=C5)O. Drug 2: C(CC(=O)O)C(=O)CN.Cl. Cell line: CCRF-CEM. Synergy scores: CSS=32.8, Synergy_ZIP=13.9, Synergy_Bliss=15.0, Synergy_Loewe=13.0, Synergy_HSA=12.1. (3) Drug 1: C1=CC(=CC=C1CCCC(=O)O)N(CCCl)CCCl. Drug 2: CC1=C2C(C(=O)C3(C(CC4C(C3C(C(C2(C)C)(CC1OC(=O)C(C(C5=CC=CC=C5)NC(=O)OC(C)(C)C)O)O)OC(=O)C6=CC=CC=C6)(CO4)OC(=O)C)O)C)O. Cell line: SN12C. Synergy scores: CSS=35.6, Synergy_ZIP=-15.1, Synergy_Bliss=-9.89, Synergy_Loewe=-28.4, Synergy_HSA=-4.77. (4) Drug 1: CC1=CC2C(CCC3(C2CCC3(C(=O)C)OC(=O)C)C)C4(C1=CC(=O)CC4)C. Drug 2: CC1CCC2CC(C(=CC=CC=CC(CC(C(=O)C(C(C(=CC(C(=O)CC(OC(=O)C3CCCCN3C(=O)C(=O)C1(O2)O)C(C)CC4CCC(C(C4)OC)O)C)C)O)OC)C)C)C)OC. Cell line: HOP-92. Synergy scores: CSS=9.53, Synergy_ZIP=2.55, Synergy_Bliss=-4.49, Synergy_Loewe=-39.8, Synergy_HSA=-11.8. (5) Drug 1: C1=CC(=CC=C1CCC2=CNC3=C2C(=O)NC(=N3)N)C(=O)NC(CCC(=O)O)C(=O)O. Drug 2: CC12CCC3C(C1CCC2OP(=O)(O)O)CCC4=C3C=CC(=C4)OC(=O)N(CCCl)CCCl.[Na+]. Cell line: T-47D. Synergy scores: CSS=1.22, Synergy_ZIP=-2.94, Synergy_Bliss=-6.23, Synergy_Loewe=-6.72, Synergy_HSA=-6.68. (6) Drug 1: C1CCN(CC1)CCOC2=CC=C(C=C2)C(=O)C3=C(SC4=C3C=CC(=C4)O)C5=CC=C(C=C5)O. Drug 2: C1=NC2=C(N=C(N=C2N1C3C(C(C(O3)CO)O)F)Cl)N. Cell line: SF-268. Synergy scores: CSS=25.7, Synergy_ZIP=3.11, Synergy_Bliss=2.55, Synergy_Loewe=-18.9, Synergy_HSA=-0.862. (7) Drug 1: CC1=CC=C(C=C1)C2=CC(=NN2C3=CC=C(C=C3)S(=O)(=O)N)C(F)(F)F. Drug 2: C1CC(=O)NC(=O)C1N2C(=O)C3=CC=CC=C3C2=O. Cell line: HL-60(TB). Synergy scores: CSS=-8.22, Synergy_ZIP=3.34, Synergy_Bliss=2.20, Synergy_Loewe=-6.68, Synergy_HSA=-6.12. (8) Drug 1: CCCCC(=O)OCC(=O)C1(CC(C2=C(C1)C(=C3C(=C2O)C(=O)C4=C(C3=O)C=CC=C4OC)O)OC5CC(C(C(O5)C)O)NC(=O)C(F)(F)F)O. Drug 2: CC1=C(C(=O)C2=C(C1=O)N3CC4C(C3(C2COC(=O)N)OC)N4)N. Cell line: KM12. Synergy scores: CSS=61.2, Synergy_ZIP=-9.88, Synergy_Bliss=-11.3, Synergy_Loewe=-7.04, Synergy_HSA=-4.84. (9) Drug 1: C1C(C(OC1N2C=C(C(=O)NC2=O)F)CO)O. Drug 2: COC1=C2C(=CC3=C1OC=C3)C=CC(=O)O2. Cell line: MDA-MB-435. Synergy scores: CSS=1.49, Synergy_ZIP=0.191, Synergy_Bliss=0.989, Synergy_Loewe=-5.86, Synergy_HSA=-2.06. (10) Drug 1: C1CC(=O)NC(=O)C1N2CC3=C(C2=O)C=CC=C3N. Drug 2: C1=NC2=C(N1)C(=S)N=C(N2)N. Cell line: SF-295. Synergy scores: CSS=30.4, Synergy_ZIP=-1.44, Synergy_Bliss=-3.20, Synergy_Loewe=-21.6, Synergy_HSA=-1.33.